This data is from hERG potassium channel inhibition data for cardiac toxicity prediction from Karim et al.. The task is: Regression/Classification. Given a drug SMILES string, predict its toxicity properties. Task type varies by dataset: regression for continuous values (e.g., LD50, hERG inhibition percentage) or binary classification for toxic/non-toxic outcomes (e.g., AMES mutagenicity, cardiotoxicity, hepatotoxicity). Dataset: herg_karim. (1) The drug is Cc1c(C2CC2)nc2ccc(-n3ccc(OCc4ccc(Cl)cc4)cc3=O)cn12. The result is 0 (non-blocker). (2) The drug is C[C@@H]1CN(c2nc(C(F)(F)F)no2)CCN1c1ncc(OCc2ccncc2C#N)cn1. The result is 1 (blocker).